From a dataset of Forward reaction prediction with 1.9M reactions from USPTO patents (1976-2016). Predict the product of the given reaction. (1) Given the reactants C1(S([N:10]2[CH2:15][CH2:14][N:13]([C:16]3[CH:17]=[CH:18][C:19]4[O:23][C:22]([C:24]([O:26][CH3:27])=[O:25])=[CH:21][C:20]=4[CH:28]=3)[CH2:12][CH2:11]2)(=O)=O)C=CC=CC=1.S(=O)(=O)(O)O.[OH-].[NH4+], predict the reaction product. The product is: [N:13]1([C:16]2[CH:17]=[CH:18][C:19]3[O:23][C:22]([C:24]([O:26][CH3:27])=[O:25])=[CH:21][C:20]=3[CH:28]=2)[CH2:12][CH2:11][NH:10][CH2:15][CH2:14]1. (2) Given the reactants [Cl:1][C:2]1[C:3]([OH:12])=[N:4][CH:5]=[C:6]([C:8]([F:11])([F:10])[F:9])[CH:7]=1.Cl[CH2:14][CH2:15][CH2:16][CH2:17][CH:18]([N:25]1[CH:29]=[N:28][CH:27]=[N:26]1)[C:19](=[O:24])[C:20]([CH3:23])([CH3:22])[CH3:21].C(=O)([O-])[O-].[K+].[K+].[I-].[K+], predict the reaction product. The product is: [Cl:1][C:2]1[C:3]([O:12][CH2:14][CH2:15][CH2:16][CH2:17][CH:18]([N:25]2[CH:29]=[N:28][CH:27]=[N:26]2)[C:19](=[O:24])[C:20]([CH3:21])([CH3:23])[CH3:22])=[N:4][CH:5]=[C:6]([C:8]([F:11])([F:9])[F:10])[CH:7]=1. (3) Given the reactants [CH3:1][O:2][CH:3]1[CH:7]2[O:8][CH2:9][CH:10]([OH:11])[CH:6]2[O:5][CH2:4]1.C(N(CC)CC)C.[CH3:19][S:20](Cl)(=[O:22])=[O:21], predict the reaction product. The product is: [CH3:19][S:20]([O:11][CH:10]1[CH2:9][O:8][CH:7]2[CH:3]([O:2][CH3:1])[CH2:4][O:5][CH:6]12)(=[O:22])=[O:21]. (4) The product is: [Cl:12][C:11]1[C:6]([CH:3]([C:4]#[N:5])[NH:2][C:24](=[O:26])[CH3:25])=[N:7][CH:8]=[C:9]([C:13]([F:15])([F:16])[F:14])[CH:10]=1. Given the reactants Cl.[NH2:2][CH:3]([C:6]1[C:11]([Cl:12])=[CH:10][C:9]([C:13]([F:16])([F:15])[F:14])=[CH:8][N:7]=1)[C:4]#[N:5].C(N(CC)CC)C.[C:24](Cl)(=[O:26])[CH3:25], predict the reaction product. (5) Given the reactants [F:1][C:2]1[C:7]([O:8][CH2:9][CH2:10][CH2:11][N:12]2[CH2:17][CH2:16][CH2:15][CH2:14][CH2:13]2)=[CH:6][C:5]([NH2:18])=[C:4]([N+:19]([O-])=O)[CH:3]=1.[H][H], predict the reaction product. The product is: [F:1][C:2]1[CH:3]=[C:4]([NH2:19])[C:5]([NH2:18])=[CH:6][C:7]=1[O:8][CH2:9][CH2:10][CH2:11][N:12]1[CH2:17][CH2:16][CH2:15][CH2:14][CH2:13]1. (6) Given the reactants [Si:1]([O:8][CH2:9][C@@H:10]1[CH:15]=[C:14]([CH:16]([CH3:18])[CH3:17])[C:13](=[O:19])[CH2:12][N:11]1[C:20]([O:22][C:23]([CH3:26])([CH3:25])[CH3:24])=[O:21])([C:4]([CH3:7])([CH3:6])[CH3:5])([CH3:3])[CH3:2].[Si](OC[C@@H]1C=C(C)[C@H](O)CN1C(OC(C)(C)C)=O)(C(C)(C)C)(C)C, predict the reaction product. The product is: [Si:1]([O:8][CH2:9][C@@H:10]1[CH:15]=[C:14]([CH:16]([CH3:18])[CH3:17])[C@H:13]([OH:19])[CH2:12][N:11]1[C:20]([O:22][C:23]([CH3:25])([CH3:24])[CH3:26])=[O:21])([C:4]([CH3:5])([CH3:6])[CH3:7])([CH3:3])[CH3:2]. (7) Given the reactants [C:1]([NH:8][CH2:9][CH2:10][OH:11])([O:3][C:4]([CH3:7])([CH3:6])[CH3:5])=[O:2].CC1(C)OC(=O)[CH:16]([C:20](=[O:23])[CH2:21][CH3:22])[C:15](=O)[O:14]1, predict the reaction product. The product is: [C:4]([O:3][C:1]([NH:8][CH2:9][CH2:10][O:11][C:15](=[O:14])[CH2:16][C:20](=[O:23])[CH2:21][CH3:22])=[O:2])([CH3:5])([CH3:6])[CH3:7]. (8) Given the reactants [NH2:1][C:2]1[CH:16]=[CH:15][C:5]([O:6][C:7]2[C:12]([NH2:13])=[C:11](I)[N:10]=[CH:9][N:8]=2)=[CH:4][C:3]=1[Cl:17].C(N(CC)CC)C.[CH2:25]([NH:28][C:29](=[O:35])[O:30][C:31]([CH3:34])([CH3:33])[CH3:32])[C:26]#[CH:27], predict the reaction product. The product is: [C:31]([O:30][C:29](=[O:35])[NH:28][CH2:25][C:26]#[C:27][C:11]1[C:12]([NH2:13])=[C:7]([O:6][C:5]2[CH:15]=[CH:16][C:2]([NH2:1])=[C:3]([Cl:17])[CH:4]=2)[N:8]=[CH:9][N:10]=1)([CH3:34])([CH3:33])[CH3:32].